From a dataset of Reaction yield outcomes from USPTO patents with 853,638 reactions. Predict the reaction yield, written as a fraction of the theoretical maximum amount of product (1.0 means a 100% yield; for example, 0.34 means a 34% yield). (1) The reactants are [Cl:1][C:2]1[CH:7]=[C:6]([O:8][CH2:9][C:10]2[C:11]([C:18]3[C:23]([Cl:24])=[CH:22][CH:21]=[CH:20][C:19]=3[Cl:25])=[N:12][O:13][C:14]=2[CH:15]([CH3:17])[CH3:16])[CH:5]=[CH:4][C:3]=1[C:26]1[CH:27]=[C:28]2[C:33](=[CH:34][CH:35]=1)[C:32]([C:36]([O:38]C)=[O:37])=[CH:31][CH:30]=[CH:29]2.C1COCC1.[OH-].[Na+].Cl. The catalyst is CO. The product is [Cl:1][C:2]1[CH:7]=[C:6]([O:8][CH2:9][C:10]2[C:11]([C:18]3[C:19]([Cl:25])=[CH:20][CH:21]=[CH:22][C:23]=3[Cl:24])=[N:12][O:13][C:14]=2[CH:15]([CH3:17])[CH3:16])[CH:5]=[CH:4][C:3]=1[C:26]1[CH:27]=[C:28]2[C:33](=[CH:34][CH:35]=1)[C:32]([C:36]([OH:38])=[O:37])=[CH:31][CH:30]=[CH:29]2. The yield is 0.670. (2) The reactants are [Cl:1][C:2]1[CH:7]=[CH:6][C:5]([CH:8]([C:10]2[CH:14]=[C:13]([C:15]3[CH:20]=[CH:19][N:18]=[CH:17][CH:16]=3)[S:12][C:11]=2[C:21]2[NH:25][CH:24]=[N:23][N:22]=2)O)=[CH:4][CH:3]=1.[N:26]1[CH:31]=CC=C[CH:27]=1.CS(Cl)(=O)=O.CNC. The catalyst is C(Cl)Cl.C1COCC1. The product is [Cl:1][C:2]1[CH:7]=[CH:6][C:5]([CH:8]([C:10]2[CH:14]=[C:13]([C:15]3[CH:20]=[CH:19][N:18]=[CH:17][CH:16]=3)[S:12][C:11]=2[C:21]2[NH:25][CH:24]=[N:23][N:22]=2)[N:26]([CH3:31])[CH3:27])=[CH:4][CH:3]=1. The yield is 0.760. (3) The catalyst is C1(C)C=CC=CC=1.CC([O-])=O.CC([O-])=O.[Pd+2].C1C=CC(P(C2C(C3C(P(C4C=CC=CC=4)C4C=CC=CC=4)=CC=C4C=3C=CC=C4)=C3C(C=CC=C3)=CC=2)C2C=CC=CC=2)=CC=1. The yield is 1.00. The reactants are [CH2:1]([O:3][C:4](=[O:13])[C:5]1[CH:10]=[C:9]([CH3:11])[C:8](Cl)=[N:7][CH:6]=1)[CH3:2].[NH2:14][C:15]1[CH:16]=[N:17][C:18]([CH3:21])=[CH:19][CH:20]=1.C(=O)([O-])[O-].[K+].[K+].CCOC(C)=O. The product is [CH2:1]([O:3][C:4](=[O:13])[C:5]1[CH:10]=[C:9]([CH3:11])[C:8]([NH:14][C:15]2[CH:16]=[N:17][C:18]([CH3:21])=[CH:19][CH:20]=2)=[N:7][CH:6]=1)[CH3:2]. (4) The reactants are [Cl:1][C:2]1[CH:3]=[CH:4][C:5]([OH:12])=[C:6]([C:10]=1[OH:11])[C:7]([OH:9])=[O:8].[CH3:13][C:14]([CH3:16])=O.S(Cl)(Cl)=O. The catalyst is COCCOC.CN(C1C=CN=CC=1)C.O.C([O-])([O-])=O.[K+].[K+]. The product is [Cl:1][C:2]1[CH:3]=[CH:4][C:5]2[O:12][C:14]([CH3:16])([CH3:13])[O:8][C:7](=[O:9])[C:6]=2[C:10]=1[OH:11]. The yield is 0.270. (5) The reactants are [CH3:1][C:2]1[CH:7]=[C:6]([CH3:8])[CH:5]=[C:4]([CH3:9])[C:3]=1[NH:10][C:11]1[CH:16]=[CH:15][N:14]=[C:13]([NH:17][C:18]2[CH:25]=[CH:24][C:21]([C:22]#[N:23])=[CH:20][CH:19]=2)[N:12]=1.C[OH:27]. The catalyst is O. The product is [CH3:1][C:2]1[CH:7]=[C:6]([CH3:8])[CH:5]=[C:4]([CH3:9])[C:3]=1[NH:10][C:11]1[CH:16]=[CH:15][N:14]=[C:13]([NH:17][C:18]2[CH:25]=[CH:24][C:21]([C:22]([NH2:23])=[O:27])=[CH:20][CH:19]=2)[N:12]=1. The yield is 0.560.